Dataset: Full USPTO retrosynthesis dataset with 1.9M reactions from patents (1976-2016). Task: Predict the reactants needed to synthesize the given product. (1) The reactants are: [CH2:1]([O:8][C:9]([NH:11][C:12]12[CH2:20][CH2:19][CH:16]([CH2:17][CH2:18]1)[CH2:15][N:14]1[C:21](=[O:31])[C:22]([OH:30])=[C:23]([C:25](OCC)=[O:26])[N:24]=[C:13]21)=[O:10])[C:2]1[CH:7]=[CH:6][CH:5]=[CH:4][CH:3]=1.[F:32][C:33]1[CH:38]=[CH:37][C:36]([CH2:39][NH2:40])=[CH:35][CH:34]=1.CCN(CC)CC. Given the product [F:32][C:33]1[CH:38]=[CH:37][C:36]([CH2:39][NH:40][C:25]([C:23]2[N:24]=[C:13]3[C:12]4([NH:11][C:9](=[O:10])[O:8][CH2:1][C:2]5[CH:7]=[CH:6][CH:5]=[CH:4][CH:3]=5)[CH2:18][CH2:17][CH:16]([CH2:19][CH2:20]4)[CH2:15][N:14]3[C:21](=[O:31])[C:22]=2[OH:30])=[O:26])=[CH:35][CH:34]=1, predict the reactants needed to synthesize it. (2) Given the product [CH2:16]([O:15][C:13]([NH:12][CH2:11][CH2:10][CH2:9][CH2:8][C@@H:2]([NH:1][C:28]([NH:27][C:23]([CH3:26])([CH3:25])[CH3:24])=[S:29])[C:3]([O:5][CH2:6][CH3:7])=[O:4])=[O:14])[C:17]1[CH:18]=[CH:19][CH:20]=[CH:21][CH:22]=1, predict the reactants needed to synthesize it. The reactants are: [NH2:1][C@H:2]([CH2:8][CH2:9][CH2:10][CH2:11][NH:12][C:13]([O:15][CH2:16][C:17]1[CH:22]=[CH:21][CH:20]=[CH:19][CH:18]=1)=[O:14])[C:3]([O:5][CH2:6][CH3:7])=[O:4].[C:23]([N:27]=[C:28]=[S:29])([CH3:26])([CH3:25])[CH3:24].[N-]=C=S. (3) Given the product [Cl:1][C:2]1[CH:7]=[C:6]([Cl:8])[C:5]([O:9][CH3:10])=[CH:4][C:3]=1[NH:11][C:12]1[C:21]2[C:16](=[CH:17][C:18](/[CH:24]=[CH:25]/[CH2:26][CH2:27][N:31]3[CH2:35][CH2:34][CH2:33][CH2:32]3)=[C:19]([O:22][CH3:23])[CH:20]=2)[N:15]=[CH:14][C:13]=1[C:29]#[N:30], predict the reactants needed to synthesize it. The reactants are: [Cl:1][C:2]1[CH:7]=[C:6]([Cl:8])[C:5]([O:9][CH3:10])=[CH:4][C:3]=1[NH:11][C:12]1[C:21]2[C:16](=[CH:17][C:18](/[CH:24]=[CH:25]/[CH2:26][CH2:27]O)=[C:19]([O:22][CH3:23])[CH:20]=2)[N:15]=[CH:14][C:13]=1[C:29]#[N:30].[NH:31]1[CH2:35][CH2:34][CH2:33][CH2:32]1. (4) The reactants are: [CH2:1]([O:4]/[N:5]=[C:6](/[C:8]1[CH:13]=[CH:12][C:11]([N:14]2[C:18](=[O:19])[NH:17][NH:16][C:15]2=[O:20])=[CH:10][CH:9]=1)\[CH3:7])[C:2]#[CH:3]. Given the product [CH2:1]([O:4]/[N:5]=[C:6](/[C:8]1[CH:9]=[CH:10][C:11]([N:14]2[C:18](=[O:19])[N:17]=[N:16][C:15]2=[O:20])=[CH:12][CH:13]=1)\[CH3:7])[C:2]#[CH:3], predict the reactants needed to synthesize it. (5) The reactants are: [C:14]1(P([C:14]2[CH:19]=[CH:18][CH:17]=[CH:16][CH:15]=2)[C:14]2[CH:19]=[CH:18][CH:17]=[CH:16][CH:15]=2)[CH:19]=[CH:18][CH:17]=[CH:16][CH:15]=1.N(C(OCC)=O)=NC([O:24][CH2:25][CH3:26])=O.[CH2:32]1COCC1. Given the product [CH3:32][C:14]1[CH:15]=[CH:16][C:17]2[CH2:26][CH2:25][O:24][C:18]=2[CH:19]=1, predict the reactants needed to synthesize it. (6) Given the product [CH2:13]([O:15][C:16]([C:18]1[C:19]([CH3:26])=[N:20][C:21]([NH:12][CH2:11][CH2:10][CH2:9][C:5]2[CH:6]=[CH:7][CH:8]=[C:3]([O:2][CH3:1])[CH:4]=2)=[N:22][C:23]=1[CH3:24])=[O:17])[CH3:14], predict the reactants needed to synthesize it. The reactants are: [CH3:1][O:2][C:3]1[CH:4]=[C:5]([CH2:9][CH2:10][CH2:11][NH2:12])[CH:6]=[CH:7][CH:8]=1.[CH2:13]([O:15][C:16]([C:18]1[C:19]([CH3:26])=[N:20][C:21](Cl)=[N:22][C:23]=1[CH3:24])=[O:17])[CH3:14]. (7) Given the product [CH3:42][CH2:41][CH2:40][CH2:39][C:43]1[N:44]([CH2:25][C:22]2[CH:21]=[CH:20][C:19]([C:14]3[C:13]([C:12]4[N:8]=[N:9][N:79]([C:60]([C:58]5[CH:53]=[CH:54][CH:55]=[CH:56][CH:57]=5)([C:61]5[CH:63]=[CH:64][CH:65]=[CH:66][CH:67]=5)[C:70]5[CH:72]=[CH:73][CH:74]=[CH:75][CH:76]=5)[N:11]=4)=[CH:18][CH:17]=[CH:16][CH:15]=3)=[CH:24][CH:23]=2)[C:45]([CH2:49][OH:50])=[C:46]([Cl:48])[N:47]=1, predict the reactants needed to synthesize it. The reactants are: C1(C(C2C=CC=CC=2)(C2C=CC=CC=2)[N:8]2[C:12]([C:13]3[CH:18]=[CH:17][CH:16]=[CH:15][C:14]=3[C:19]3[CH:24]=[CH:23][C:22]([CH2:25]Br)=[CH:21][CH:20]=3)=[N:11]N=[N:9]2)C=CC=CC=1.[CH2:39]([C:43]1[NH:44][C:45]([CH:49]=[O:50])=[C:46]([Cl:48])[N:47]=1)[CH2:40][CH2:41][CH3:42].CC[CH2:53][CH2:54][CH2:55][CH2:56][CH2:57][C:58]([C:60]([NH3+:79])([C:70]([CH2:72][CH2:73][CH2:74][CH2:75][CH2:76]CC)=O)[C:61]([CH2:63][CH2:64][CH2:65][CH2:66][CH2:67]CC)=O)=O.[Cl-].[OH-].[K+].[BH4-].[Na+].